This data is from Forward reaction prediction with 1.9M reactions from USPTO patents (1976-2016). The task is: Predict the product of the given reaction. (1) Given the reactants [F:1][C:2]1[CH:3]=[CH:4][C:5]([NH2:8])=[N:6][CH:7]=1.Cl[CH:10]([C:16](Cl)=O)[C:11]([O:13][CH2:14][CH3:15])=[O:12], predict the reaction product. The product is: [F:1][C:2]1[CH:3]=[CH:4][C:5]2[N:6]([C:10]([C:11]([O:13][CH2:14][CH3:15])=[O:12])=[CH:16][N:8]=2)[CH:7]=1. (2) Given the reactants [Cl:1][C:2]1[CH:7]=[CH:6][CH:5]=[CH:4][C:3]=1[S:8]([C@H:11]1[CH2:15][NH:14][C@H:13]([C:16]([NH:18][C:19]2([C:22]#[N:23])[CH2:21][CH2:20]2)=[O:17])[CH2:12]1)(=[O:10])=[O:9].[S:24]1[CH2:29][CH2:28][CH:27]([N:30]2[CH2:33][CH2:32][CH:31]2[C:34]([O-])=[O:35])[CH2:26][CH2:25]1.[Li+], predict the reaction product. The product is: [Cl:1][C:2]1[CH:7]=[CH:6][CH:5]=[CH:4][C:3]=1[S:8]([C@H:11]1[CH2:15][N:14]([C:34]([CH:31]2[CH2:32][CH2:33][N:30]2[CH:27]2[CH2:26][CH2:25][S:24][CH2:29][CH2:28]2)=[O:35])[C@H:13]([C:16]([NH:18][C:19]2([C:22]#[N:23])[CH2:21][CH2:20]2)=[O:17])[CH2:12]1)(=[O:10])=[O:9]. (3) Given the reactants [OH:1][C:2]1[CH:11]=[C:10]2[C:5]([C:6]([CH3:14])([CH3:13])[CH2:7][C:8](=[O:12])[NH:9]2)=[CH:4][CH:3]=1.[Br:15][CH2:16][CH2:17][CH2:18][CH2:19]Br.C(=O)([O-])[O-].[K+].[K+].O, predict the reaction product. The product is: [Br:15][CH2:16][CH2:17][CH2:18][CH2:19][O:1][C:2]1[CH:11]=[C:10]2[C:5]([C:6]([CH3:14])([CH3:13])[CH2:7][C:8](=[O:12])[NH:9]2)=[CH:4][CH:3]=1.